From a dataset of Catalyst prediction with 721,799 reactions and 888 catalyst types from USPTO. Predict which catalyst facilitates the given reaction. (1) Reactant: [C:1]([O:5][C:6]([NH:8][C:9]1[CH:17]=[CH:16][C:12]([C:13]([OH:15])=O)=[CH:11][CH:10]=1)=[O:7])([CH3:4])([CH3:3])[CH3:2].Cl.[NH:19]1[CH:23]=[CH:22][N:21]=[C:20]1[C:24]1[CH:25]=[CH:26][C:27]([CH3:31])=[C:28]([CH:30]=1)[NH2:29].CCN(C(C)C)C(C)C.CN(C(ON1N=NC2C=CC=NC1=2)=[N+](C)C)C.F[P-](F)(F)(F)(F)F. Product: [NH:19]1[CH:23]=[CH:22][N:21]=[C:20]1[C:24]1[CH:25]=[CH:26][C:27]([CH3:31])=[C:28]([NH:29][C:13]([C:12]2[CH:11]=[CH:10][C:9]([NH:8][C:6](=[O:7])[O:5][C:1]([CH3:2])([CH3:3])[CH3:4])=[CH:17][CH:16]=2)=[O:15])[CH:30]=1. The catalyst class is: 650. (2) Reactant: [F:1][C:2]1[CH:7]=[CH:6][CH:5]=[C:4]([F:8])[C:3]=1[N:9]1[C:18](=[O:19])[C:17]2[C:12](=[C:13]([CH3:20])[CH:14]=[CH:15][CH:16]=2)[NH:11][C:10]1=[S:21].[C:22]([O-])([O-])=O.[K+].[K+].CI. Product: [F:1][C:2]1[CH:7]=[CH:6][CH:5]=[C:4]([F:8])[C:3]=1[N:9]1[C:18](=[O:19])[C:17]2[C:12](=[C:13]([CH3:20])[CH:14]=[CH:15][CH:16]=2)[N:11]=[C:10]1[S:21][CH3:22]. The catalyst class is: 3. (3) Reactant: Cl.Cl.Cl.[NH2:4][C:5]1[N:10]=[CH:9][N:8]=[C:7]2[N:11]([CH:15]([C:17]3[CH:18]=[C:19]([Cl:34])[C:20]([C:32]#[N:33])=[C:21]4[C:27]=3[O:26][CH2:25][CH2:24][N:23]([CH:28]3[CH2:31][NH:30][CH2:29]3)[CH2:22]4)[CH3:16])[N:12]=[C:13]([CH3:14])[C:6]=12.Br[CH2:36][CH2:37][OH:38].C(N(CC)CC)C. Product: [NH2:4][C:5]1[N:10]=[CH:9][N:8]=[C:7]2[N:11]([CH:15]([C:17]3[CH:18]=[C:19]([Cl:34])[C:20]([C:32]#[N:33])=[C:21]4[C:27]=3[O:26][CH2:25][CH2:24][N:23]([CH:28]3[CH2:31][N:30]([CH2:36][CH2:37][OH:38])[CH2:29]3)[CH2:22]4)[CH3:16])[N:12]=[C:13]([CH3:14])[C:6]=12. The catalyst class is: 9. (4) Reactant: [CH3:1][C:2]1[N:7]=[C:6]([C:8]2[CH:13]=[CH:12][CH:11]=[C:10]([C:14]3[CH:15]=[C:16]([S:20](Cl)(=[O:22])=[O:21])[CH:17]=[CH:18][CH:19]=3)[N:9]=2)[CH:5]=[C:4]([C:24]2[CH:29]=[CH:28][C:27]([C:30]([F:33])([F:32])[F:31])=[CH:26][CH:25]=2)[CH:3]=1.[CH3:34][NH2:35]. Product: [CH3:34][NH:35][S:20]([C:16]1[CH:17]=[CH:18][CH:19]=[C:14]([C:10]2[N:9]=[C:8]([C:6]3[CH:5]=[C:4]([C:24]4[CH:29]=[CH:28][C:27]([C:30]([F:33])([F:31])[F:32])=[CH:26][CH:25]=4)[CH:3]=[C:2]([CH3:1])[N:7]=3)[CH:13]=[CH:12][CH:11]=2)[CH:15]=1)(=[O:22])=[O:21]. The catalyst class is: 49. (5) Reactant: [CH3:1][O:2][CH2:3][O:4][C@H:5]1[CH2:18][C@H:17]2[C@@H:8]([C@@H:9]3[C@@H:14]([CH2:15][CH2:16]2)[CH2:13][C@@:12]2([CH3:24])[C:19]([C:22]#[N:23])=[CH:20][CH2:21][C@@H:11]2[CH2:10]3)[CH2:7][CH2:6]1.COCO[C@H]1C[C@H]2[C@@H]([C@@H]3[C@@H](CC2)C[C@@]2(C)C(OS(C(F)(F)F)(=O)=O)=CC[C@@H]2C3)CC1. Product: [CH3:1][O:2][CH2:3][O:4][C@H:5]1[CH2:18][C@H:17]2[C@@H:8]([C@@H:9]3[C@@H:14]([CH2:15][CH2:16]2)[CH2:13][C@@:12]2([CH3:24])[C@H:19]([C:22]#[N:23])[CH2:20][CH2:21][C@H:11]2[CH2:10]3)[CH2:7][CH2:6]1. The catalyst class is: 99. (6) Reactant: C([O:3][C:4](=[O:39])[CH2:5][O:6][C:7]1[CH:12]=[CH:11][C:10]([S:13][C:14]2[CH:19]=[C:18]([C:20]#[C:21][CH2:22][N:23]3[CH2:28][CH2:27][O:26][CH2:25][CH2:24]3)[CH:17]=[C:16]([O:29][CH2:30][C:31]3[CH:36]=[CH:35][C:34]([Cl:37])=[CH:33][CH:32]=3)[CH:15]=2)=[CH:9][C:8]=1[CH3:38])C.[OH-].[Na+].Cl. Product: [Cl:37][C:34]1[CH:33]=[CH:32][C:31]([CH2:30][O:29][C:16]2[CH:15]=[C:14]([S:13][C:10]3[CH:11]=[CH:12][C:7]([O:6][CH2:5][C:4]([OH:39])=[O:3])=[C:8]([CH3:38])[CH:9]=3)[CH:19]=[C:18]([C:20]#[C:21][CH2:22][N:23]3[CH2:28][CH2:27][O:26][CH2:25][CH2:24]3)[CH:17]=2)=[CH:36][CH:35]=1. The catalyst class is: 8. (7) Reactant: [OH-].[Na+].CO.[CH3:5][O:6][CH:7]([O:25][CH3:26])[CH2:8][O:9][CH2:10][CH2:11][O:12][CH2:13][CH2:14][O:15][CH2:16][CH2:17][O:18][CH2:19][CH2:20][O:21]C(=O)C.C(Cl)(Cl)Cl.CO. Product: [CH3:26][O:25][CH:7]([O:6][CH3:5])[CH2:8][O:9][CH2:10][CH2:11][O:12][CH2:13][CH2:14][O:15][CH2:16][CH2:17][O:18][CH2:19][CH2:20][OH:21]. The catalyst class is: 5.